This data is from Forward reaction prediction with 1.9M reactions from USPTO patents (1976-2016). The task is: Predict the product of the given reaction. (1) The product is: [CH3:1][O:2][C:3]1[CH:4]=[C:5]([CH:21]=[CH:22][C:23]=1[O:24][CH3:25])[CH2:6][CH:7]1[C:16]2[C:11](=[CH:12][C:13]([O:19][CH3:20])=[C:14]([O:17][CH3:18])[CH:15]=2)[CH2:10][CH2:9][N:8]1[CH2:27][C:28]([NH:37][CH2:36][C:35]1[CH:38]=[CH:39][C:32]([F:31])=[CH:33][CH:34]=1)=[O:29]. Given the reactants [CH3:1][O:2][C:3]1[CH:4]=[C:5]([CH:21]=[CH:22][C:23]=1[O:24][CH3:25])[CH2:6][CH:7]1[C:16]2[C:11](=[CH:12][C:13]([O:19][CH3:20])=[C:14]([O:17][CH3:18])[CH:15]=2)[CH2:10][CH2:9][NH:8]1.Br[CH2:27][C:28](Br)=[O:29].[F:31][C:32]1[CH:39]=[CH:38][C:35]([CH2:36][NH2:37])=[CH:34][CH:33]=1, predict the reaction product. (2) Given the reactants Cl.Cl.[NH2:3][CH2:4][C:5]1[CH:10]=[CH:9][C:8]([NH:11][C:12]2[N:17]=[C:16]([NH:18][C:19]3[CH:24]=[CH:23][CH:22]=[C:21]([CH3:25])[CH:20]=3)[C:15]([C:26]([NH2:28])=[O:27])=[CH:14][N:13]=2)=[CH:7][CH:6]=1.[O-:29][C:30]#[N:31].[K+], predict the reaction product. The product is: [CH3:25][C:21]1[CH:20]=[C:19]([NH:18][C:16]2[C:15]([C:26]([NH2:28])=[O:27])=[CH:14][N:13]=[C:12]([NH:11][C:8]3[CH:9]=[CH:10][C:5]([CH2:4][NH:3][C:30]([NH2:31])=[O:29])=[CH:6][CH:7]=3)[N:17]=2)[CH:24]=[CH:23][CH:22]=1. (3) Given the reactants [Si]([O:8][C@H:9]1[C@H:16]2[N:12](/[C:13](=[N:21]/[C:22]3[CH:29]=[CH:28][C:25]([C:26]#[N:27])=[C:24]([Cl:30])[C:23]=3[CH3:31])/[O:14][C@H:15]2[C:17]([F:20])([F:19])[F:18])[CH2:11][CH2:10]1)(C(C)(C)C)(C)C.O[C@H]1[C@@H]2N(/C(=N/C3C=CC(C#N)=C(Cl)C=3C)/OC2)CC1, predict the reaction product. The product is: [OH:8][C@H:9]1[C@@H:16]2[N:12](/[C:13](=[N:21]/[C:22]3[CH:29]=[CH:28][C:25]([C:26]#[N:27])=[C:24]([Cl:30])[C:23]=3[CH3:31])/[O:14][C@H:15]2[C:17]([F:18])([F:20])[F:19])[CH2:11][CH2:10]1. (4) Given the reactants [CH3:1][O:2][C:3]1[CH:4]=[C:5]2[C:10](=[CH:11][C:12]=1[O:13][CH3:14])[C:9]([CH3:15])=[N:8][CH2:7][CH2:6]2.[Br:16][C:17]1[CH:22]=[CH:21][C:20]([CH2:23]Br)=[C:19]([F:25])[CH:18]=1, predict the reaction product. The product is: [Br:16][C:17]1[CH:22]=[CH:21][C:20]([CH2:23][CH2:15][C@H:9]2[C:10]3[C:5](=[CH:4][C:3]([O:2][CH3:1])=[C:12]([O:13][CH3:14])[CH:11]=3)[CH2:6][CH2:7][NH:8]2)=[C:19]([F:25])[CH:18]=1. (5) Given the reactants Cl.Cl.Cl.[CH3:4][Si:5]([CH3:32])([CH3:31])[CH2:6][CH2:7][O:8][CH2:9][N:10]1[C:14]2[N:15]=[CH:16][N:17]=[C:18]([C:19]3[CH:20]=[N:21][N:22]([C:24]4([CH2:28][C:29]#[N:30])[CH2:27][NH:26][CH2:25]4)[CH:23]=3)[C:13]=2[CH:12]=[CH:11]1.[CH3:33][N:34]1[C:38]([S:39](Cl)(=[O:41])=[O:40])=[CH:37][CH:36]=[N:35]1.C([N:45]([CH2:48][CH3:49])[CH2:46][CH3:47])C.[CH2:50]1COCC1, predict the reaction product. The product is: [CH3:33][N:34]1[C:38]([S:39]([N:45]2[CH2:46][CH2:47][CH:50]([N:26]3[CH2:25][C:24]([CH2:28][C:29]#[N:30])([N:22]4[CH:23]=[C:19]([C:18]5[C:13]6[CH:12]=[CH:11][N:10]([CH2:9][O:8][CH2:7][CH2:6][Si:5]([CH3:31])([CH3:4])[CH3:32])[C:14]=6[N:15]=[CH:16][N:17]=5)[CH:20]=[N:21]4)[CH2:27]3)[CH2:49][CH2:48]2)(=[O:41])=[O:40])=[CH:37][CH:36]=[N:35]1. (6) Given the reactants [Cl:1][C:2]1[CH:7]=[CH:6][CH:5]=[C:4]([Cl:8])[C:3]=1[C:9]1[NH:17][C:16]2[C:11](=[N:12][CH:13]=[N:14][C:15]=2SC)[N:10]=1.O[O:21][S:22]([O-:24])=O.[K+].[CH3:26]N(C=O)C, predict the reaction product. The product is: [Cl:8][C:4]1[CH:5]=[CH:6][CH:7]=[C:2]([Cl:1])[C:3]=1[C:9]1[NH:17][C:16]2[C:11](=[N:12][CH:13]=[N:14][C:15]=2[S:22]([CH3:26])(=[O:24])=[O:21])[N:10]=1.